Task: Predict the reaction yield, written as a fraction of the theoretical maximum amount of product (1.0 means a 100% yield; for example, 0.34 means a 34% yield).. Dataset: Reaction yield outcomes from USPTO patents with 853,638 reactions (1) The reactants are [F:1][C:2]([F:19])([F:18])[C:3]1[CH:4]=[C:5]([C:9](=O)[CH2:10][C:11](=O)[C:12]([F:15])([F:14])[F:13])[CH:6]=[CH:7][CH:8]=1.[NH2:20][C:21]1[C:25]([C:26]2[CH:31]=[CH:30][N:29]=[C:28]([CH3:32])[CH:27]=2)=[CH:24][NH:23][N:22]=1. No catalyst specified. The product is [F:1][C:2]([F:19])([F:18])[C:3]1[CH:4]=[C:5]([C:9]2[CH:10]=[C:11]([C:12]([F:15])([F:14])[F:13])[N:22]3[N:23]=[CH:24][C:25]([C:26]4[CH:31]=[CH:30][N:29]=[C:28]([CH3:32])[CH:27]=4)=[C:21]3[N:20]=2)[CH:6]=[CH:7][CH:8]=1. The yield is 0.510. (2) The reactants are [CH3:1][O:2][C:3]1[CH:4]=[C:5]([SH:9])[CH:6]=[CH:7][CH:8]=1.CS(O[CH2:15][C@@H:16]1[C@:25]2([CH3:26])[C@H:20]([C:21]([CH3:28])([CH3:27])[CH2:22][CH2:23][CH2:24]2)[CH2:19][CH2:18][C@:17]1([OH:30])[CH3:29])(=O)=O.C([O-])([O-])=O.[Cs+].[Cs+]. The catalyst is CC#N. The product is [CH3:1][O:2][C:3]1[CH:4]=[C:5]([S:9][CH2:15][C@@H:16]2[C@:25]3([CH3:26])[C@H:20]([C:21]([CH3:28])([CH3:27])[CH2:22][CH2:23][CH2:24]3)[CH2:19][CH2:18][C@@:17]2([CH3:29])[OH:30])[CH:6]=[CH:7][CH:8]=1. The yield is 0.710. (3) The reactants are [CH3:1][C:2]([CH3:22])([CH3:21])[C:3]#[C:4][C:5]1[CH:10]=[C:9]([N+:11]([O-:13])=[O:12])[CH:8]=[C:7]([F:14])[C:6]=1[NH:15]C(=O)CCC.CC([O-])(C)C.[K+].O. The catalyst is CN(C=O)C. The product is [C:2]([C:3]1[NH:15][C:6]2[C:5]([CH:4]=1)=[CH:10][C:9]([N+:11]([O-:13])=[O:12])=[CH:8][C:7]=2[F:14])([CH3:22])([CH3:21])[CH3:1]. The yield is 0.810.